Dataset: TCR-epitope binding with 47,182 pairs between 192 epitopes and 23,139 TCRs. Task: Binary Classification. Given a T-cell receptor sequence (or CDR3 region) and an epitope sequence, predict whether binding occurs between them. (1) The epitope is FADDLNQLTGY. The TCR CDR3 sequence is CAISESAGGVTGELFF. Result: 0 (the TCR does not bind to the epitope). (2) The epitope is KAYNVTQAF. The TCR CDR3 sequence is CASSFDRGNTIYF. Result: 1 (the TCR binds to the epitope). (3) The epitope is LLSAGIFGA. The TCR CDR3 sequence is CASSTSTAQYF. Result: 0 (the TCR does not bind to the epitope). (4) The epitope is GTSGSPIVNR. The TCR CDR3 sequence is CASSTGAGAPFGYTF. Result: 1 (the TCR binds to the epitope). (5) The epitope is SEVGPEHSLAEY. The TCR CDR3 sequence is CASSEIYEQYF. Result: 0 (the TCR does not bind to the epitope).